From a dataset of Merck oncology drug combination screen with 23,052 pairs across 39 cell lines. Regression. Given two drug SMILES strings and cell line genomic features, predict the synergy score measuring deviation from expected non-interaction effect. (1) Drug 1: Nc1ccn(C2OC(CO)C(O)C2(F)F)c(=O)n1. Drug 2: CNC(=O)c1cc(Oc2ccc(NC(=O)Nc3ccc(Cl)c(C(F)(F)F)c3)cc2)ccn1. Cell line: A375. Synergy scores: synergy=-9.57. (2) Drug 1: CN1C(=O)C=CC2(C)C3CCC4(C)C(NC(=O)OCC(F)(F)F)CCC4C3CCC12. Drug 2: O=C(O)C1(Cc2cccc(Nc3nccs3)n2)CCC(Oc2cccc(Cl)c2F)CC1. Cell line: KPL1. Synergy scores: synergy=3.91.